Dataset: CYP1A2 inhibition data for predicting drug metabolism from PubChem BioAssay. Task: Regression/Classification. Given a drug SMILES string, predict its absorption, distribution, metabolism, or excretion properties. Task type varies by dataset: regression for continuous measurements (e.g., permeability, clearance, half-life) or binary classification for categorical outcomes (e.g., BBB penetration, CYP inhibition). Dataset: cyp1a2_veith. (1) The drug is NCCC[C@@H](N)C(=O)O. The result is 0 (non-inhibitor). (2) The molecule is C[C@@H](C(=O)Nc1ccc2ccccc2c1)[C@@H]1C[C@@]1(C)[C@@H](NC(=O)OCc1ccccc1)c1ccccc1. The result is 1 (inhibitor). (3) The compound is CCOC(=O)C1=C(C)Nc2ncnn2C1c1cccnc1. The result is 0 (non-inhibitor). (4) The drug is O=C1CCCC2=C1C(c1ccc(OS(=O)(=O)c3ccc(Cl)cc3)cc1)C1=C(CCCC1=O)O2. The result is 0 (non-inhibitor). (5) The molecule is N#C/C(=C\c1cccs1)C(=O)NCC1CCCO1. The result is 1 (inhibitor). (6) The drug is CN1CCN(c2ccnc(-c3ccccc3C(F)(F)F)n2)CC1. The result is 1 (inhibitor). (7) The drug is NC(=O)c1ccccc1-c1nc(-n2ccnc2)c2ccccc2n1. The result is 1 (inhibitor).